Dataset: Catalyst prediction with 721,799 reactions and 888 catalyst types from USPTO. Task: Predict which catalyst facilitates the given reaction. Reactant: [CH3:1][O:2][C:3](=[O:49])[CH2:4][C@H:5]([O:41][Si](C(C)(C)C)(C)C)[CH2:6][C:7](=[O:40])[CH2:8][CH2:9][C:10]1[N:11]([CH:37]([CH3:39])[CH3:38])[C:12]([C:28](=[O:36])[NH:29][C:30]2[CH:35]=[CH:34][CH:33]=[CH:32][CH:31]=2)=[C:13]([C:22]2[CH:27]=[CH:26][CH:25]=[CH:24][CH:23]=2)[C:14]=1[C:15]1[CH:20]=[CH:19][C:18]([F:21])=[CH:17][CH:16]=1.F. Product: [CH3:1][O:2][C:3](=[O:49])[CH2:4][C@H:5]([OH:41])[CH2:6][C:7](=[O:40])[CH2:8][CH2:9][C:10]1[N:11]([CH:37]([CH3:39])[CH3:38])[C:12]([C:28](=[O:36])[NH:29][C:30]2[CH:35]=[CH:34][CH:33]=[CH:32][CH:31]=2)=[C:13]([C:22]2[CH:27]=[CH:26][CH:25]=[CH:24][CH:23]=2)[C:14]=1[C:15]1[CH:20]=[CH:19][C:18]([F:21])=[CH:17][CH:16]=1. The catalyst class is: 10.